Dataset: Forward reaction prediction with 1.9M reactions from USPTO patents (1976-2016). Task: Predict the product of the given reaction. (1) Given the reactants [CH3:1][S:2][C:3]1[CH:8]=[CH:7][CH:6]=[CH:5][C:4]=1[C:9]1[CH:14]=[CH:13][C:12]([N:15]2[C:23](=[O:24])[C:22]3[NH:21][C:20](C4C=CC(I)=CC=4)=[N:19][C:18]=3[N:17]([CH2:32][CH2:33][CH3:34])[C:16]2=[O:35])=[CH:11][CH:10]=1.B(O)O.CC[N:41]([CH2:44][CH3:45])CC, predict the reaction product. The product is: [CH3:1][S:2][C:3]1[CH:8]=[CH:7][CH:6]=[CH:5][C:4]=1[C:9]1[CH:14]=[CH:13][C:12]([N:15]2[C:23](=[O:24])[C:22]3[N:21]([C:4]4[CH:5]=[C:45]([CH:7]=[CH:8][CH:3]=4)[C:44]#[N:41])[CH:20]=[N:19][C:18]=3[N:17]([CH2:32][CH2:33][CH3:34])[C:16]2=[O:35])=[CH:11][CH:10]=1. (2) Given the reactants [CH2:1]([O:3][C:4]([C:6]1[CH:10]=[CH:9][NH:8][C:7]=1[CH3:11])=[O:5])[CH3:2].I[C:13]1[CH:18]=[CH:17][CH:16]=[CH:15][CH:14]=1.CNCCNC.P([O-])([O-])([O-])=O.[K+].[K+].[K+], predict the reaction product. The product is: [CH2:1]([O:3][C:4]([C:6]1[CH:10]=[CH:9][N:8]([C:13]2[CH:18]=[CH:17][CH:16]=[CH:15][CH:14]=2)[C:7]=1[CH3:11])=[O:5])[CH3:2]. (3) Given the reactants [Br:1][C:2]1[CH:3]=[C:4]2[N:10]=[C:9]([NH2:11])[S:8][C:5]2=[N:6][CH:7]=1.[CH2:12]([N:14]=[C:15]=[O:16])[CH3:13], predict the reaction product. The product is: [Br:1][C:2]1[CH:3]=[C:4]2[N:10]=[C:9]([NH:11][C:15]([NH:14][CH2:12][CH3:13])=[O:16])[S:8][C:5]2=[N:6][CH:7]=1. (4) Given the reactants [CH3:1][C:2]1([CH3:22])[CH2:7][N:6](C(OC(C)(C)C)=O)[CH2:5][C:4]2[C:15]([C:18]([F:21])([F:20])[F:19])=[N:16][NH:17][C:3]1=2.FC(F)(F)C(O)=O.C(Cl)[Cl:31], predict the reaction product. The product is: [ClH:31].[CH3:1][C:2]1([CH3:22])[CH2:7][NH:6][CH2:5][C:4]2[C:15]([C:18]([F:21])([F:19])[F:20])=[N:16][NH:17][C:3]1=2. (5) Given the reactants [NH2:1][C@H:2]([C:13]([OH:15])=[O:14])[CH2:3][C:4]1[C:12]2[C:7](=[CH:8][CH:9]=[CH:10][CH:11]=2)[NH:6][CH:5]=1.[OH-].[Na+].[CH2:18]=O, predict the reaction product. The product is: [CH2:18]1[C:5]2[NH:6][C:7]3[C:12](=[CH:11][CH:10]=[CH:9][CH:8]=3)[C:4]=2[CH2:3][CH:2]([C:13]([OH:15])=[O:14])[NH:1]1. (6) Given the reactants [F:1][C:2]([F:7])([F:6])[C:3]([OH:5])=[O:4].[F:8][C:9]([F:14])([F:13])[C:10]([OH:12])=[O:11].FC(F)(F)C(O)=O.[Cl:22][C:23]1[CH:24]=[N:25][C:26]2[NH:27][C:28]3[CH:29]=[N:30][CH:31]=[C:32]([CH:54]=3)[CH2:33][CH2:34][C:35]3[CH:43]=[C:39]([NH:40][C:41]=1[N:42]=2)[CH:38]=[CH:37][C:36]=3[NH:44][C:45](=[O:53])[CH2:46][CH:47]1[CH2:52][CH2:51][NH:50][CH2:49][CH2:48]1.[CH3:55][N:56]1[CH:60]=[C:59]([S:61](Cl)(=[O:63])=[O:62])[N:58]=[C:57]1[CH3:65], predict the reaction product. The product is: [F:1][C:2]([F:7])([F:6])[C:3]([OH:5])=[O:4].[F:8][C:9]([F:14])([F:13])[C:10]([OH:12])=[O:11].[Cl:22][C:23]1[CH:24]=[N:25][C:26]2[NH:27][C:28]3[CH:29]=[N:30][CH:31]=[C:32]([CH:54]=3)[CH2:33][CH2:34][C:35]3[CH:43]=[C:39]([NH:40][C:41]=1[N:42]=2)[CH:38]=[CH:37][C:36]=3[NH:44][C:45](=[O:53])[CH2:46][CH:47]1[CH2:52][CH2:51][N:50]([S:61]([C:59]2[N:58]=[C:57]([CH3:65])[N:56]([CH3:55])[CH:60]=2)(=[O:63])=[O:62])[CH2:49][CH2:48]1. (7) Given the reactants [Li]CCCC.[CH:6]([NH:9]C(C)C)(C)[CH3:7].C(#N)C.[O:16]([C:23]1[CH:30]=[CH:29][C:26]([C:27]#[N:28])=[CH:25][CH:24]=1)[C:17]1[CH:22]=[CH:21][CH:20]=[CH:19][CH:18]=1.[Cl-].[NH4+].Cl, predict the reaction product. The product is: [NH2:28][C:27]([C:26]1[CH:25]=[CH:24][C:23]([O:16][C:17]2[CH:18]=[CH:19][CH:20]=[CH:21][CH:22]=2)=[CH:30][CH:29]=1)=[CH:7][C:6]#[N:9].